Task: Predict the product of the given reaction.. Dataset: Forward reaction prediction with 1.9M reactions from USPTO patents (1976-2016) Given the reactants [CH2:1]([Mg]Br)[C:2]#[CH:3].Br[CH2:7]/[CH:8]=[C:9](\[CH3:19])/[CH2:10][CH2:11][CH2:12][CH2:13][CH2:14][CH2:15][CH2:16][CH2:17][CH3:18].Cl, predict the reaction product. The product is: [CH3:19]/[C:9](/[CH2:10][CH2:11][CH2:12][CH2:13][CH2:14][CH2:15][CH2:16][CH2:17][CH3:18])=[CH:8]\[CH2:7][CH2:3][C:2]#[CH:1].